This data is from Reaction yield outcomes from USPTO patents with 853,638 reactions. The task is: Predict the reaction yield, written as a fraction of the theoretical maximum amount of product (1.0 means a 100% yield; for example, 0.34 means a 34% yield). (1) The reactants are [NH2:1][C:2]1[CH:3]=[C:4]2[C:8](=[CH:9][CH:10]=1)[CH2:7][CH2:6][CH2:5]2.[C:11](OC(=O)C)(=[O:13])[CH3:12]. The catalyst is C(O)(=O)C. The product is [C:11]([NH:1][C:2]1[CH:3]=[C:4]2[C:8](=[CH:9][CH:10]=1)[CH2:7][CH2:6][CH2:5]2)(=[O:13])[CH3:12]. The yield is 0.846. (2) The reactants are [Cl:1][C:2]1[C:6]([CH2:7][N:8]2C(=O)C3C(=CC=CC=3)C2=O)=[CH:5][N:4]([C:19]2[S:23][C:22]([C:24]([F:27])([F:26])[F:25])=[N:21][CH:20]=2)[N:3]=1.CO.NN.O. No catalyst specified. The product is [Cl:1][C:2]1[C:6]([CH2:7][NH2:8])=[CH:5][N:4]([C:19]2[S:23][C:22]([C:24]([F:27])([F:25])[F:26])=[N:21][CH:20]=2)[N:3]=1. The yield is 0.580. (3) The reactants are C1(P(C2C=CC=CC=2)C2C=CC=CC=2)C=CC=CC=1.[C:20]([C:24]1[CH:25]=[C:26]([CH:30]=[C:31]([CH2:33]O)[CH:32]=1)[C:27]([OH:29])=[O:28])([CH3:23])([CH3:22])[CH3:21].Br[N:36]1[C:40](=O)[CH2:39][CH2:38][C:37]1=O.N1CCCC1. The catalyst is CC(C)=O.O.CCOC(C)=O. The product is [C:20]([C:24]1[CH:25]=[C:26]([CH:30]=[C:31]([CH2:33][N:36]2[CH2:40][CH2:39][CH2:38][CH2:37]2)[CH:32]=1)[C:27]([OH:29])=[O:28])([CH3:23])([CH3:22])[CH3:21]. The yield is 0.0600. (4) The reactants are [CH3:1][C:2]([C:4]1[CH:9]=[CH:8][C:7](Cl)=[C:6]([N+:11]([O-:13])=[O:12])[CH:5]=1)=[O:3].[C:14]([O:18][CH3:19])(=[O:17])[CH2:15][SH:16].C([O-])([O-])=O.[K+].[K+]. The catalyst is CN(C)C=O. The product is [CH3:19][O:18][C:14](=[O:17])[CH2:15][S:16][C:7]1[CH:8]=[CH:9][C:4]([C:2](=[O:3])[CH3:1])=[CH:5][C:6]=1[N+:11]([O-:13])=[O:12]. The yield is 0.970. (5) The reactants are COC(=O)CCC(C)=[CH:7][CH2:8][C:9]1[C:10]([O:22][CH2:23][CH2:24][Si:25]([CH3:28])([CH3:27])[CH3:26])=[C:11]2[C:15](=[C:16]([CH3:20])[C:17]=1[O:18][CH3:19])[CH2:14][O:13][C:12]2=[O:21].N1C=CC=CC=1.NC(N)=S.C[OH:42]. The catalyst is C(Cl)Cl. The product is [CH3:19][O:18][C:17]1[C:16]([CH3:20])=[C:15]2[C:11]([C:12](=[O:21])[O:13][CH2:14]2)=[C:10]([O:22][CH2:23][CH2:24][Si:25]([CH3:27])([CH3:26])[CH3:28])[C:9]=1[CH2:8][CH:7]=[O:42]. The yield is 0.750. (6) The reactants are [CH3:1][C:2]([C:4]1[CH:5]=[CH:6][CH:7]=[C:8]([OH:10])[CH:9]=1)=[O:3].[CH2:11](I)[CH3:12].C(=O)([O-])[O-].[K+].[K+]. The catalyst is CC(C)=O. The product is [CH3:11][CH2:12][O:10][C:8]1[CH:9]=[C:4]([C:2]([CH3:1])=[O:3])[CH:5]=[CH:6][CH:7]=1. The yield is 0.980. (7) The reactants are [Br:1][C:2]1[CH:3]=[C:4]([CH:22]=[CH:23][CH:24]=1)[C:5]([NH:7][C:8]1[C:13]([F:14])=[C:12]([F:15])[C:11]([C:16]([F:19])([F:18])[F:17])=[C:10]([F:20])[C:9]=1[F:21])=[O:6].[O-]S(C(F)(F)[F:30])(=O)=O.F[N+]1C(C)=CC(C)=CC=1C. No catalyst specified. The product is [Br:1][C:2]1[C:3]([F:30])=[C:4]([CH:22]=[CH:23][CH:24]=1)[C:5]([NH:7][C:8]1[C:9]([F:21])=[C:10]([F:20])[C:11]([C:16]([F:18])([F:17])[F:19])=[C:12]([F:15])[C:13]=1[F:14])=[O:6]. The yield is 0.780. (8) The reactants are CC(C)([O-])C.[K+].F[C:8]1[CH:13]=[CH:12][C:11]([F:14])=[CH:10][N:9]=1.[OH:15][CH:16]1[CH2:19][N:18]([C:20]([O:22][C:23]([CH3:26])([CH3:25])[CH3:24])=[O:21])[CH2:17]1.O. The catalyst is CS(C)=O.[Cl-].[Na+].O. The product is [F:14][C:11]1[CH:12]=[CH:13][C:8]([O:15][CH:16]2[CH2:17][N:18]([C:20]([O:22][C:23]([CH3:26])([CH3:25])[CH3:24])=[O:21])[CH2:19]2)=[N:9][CH:10]=1. The yield is 0.310. (9) The reactants are [OH:1][C@@:2]1([C:9]#[C:10][C:11]2[CH:12]=[C:13]([C:17]3[N:26]=[C:25]([C:27]([O:29]CC)=O)[C:24]4[C:19](=[CH:20][C:21]([O:32][CH3:33])=[CH:22][CH:23]=4)[N:18]=3)[CH:14]=[CH:15][CH:16]=2)[CH2:6][CH2:5][N:4]([CH3:7])[C:3]1=[O:8].[NH3:34]. The catalyst is CO. The product is [OH:1][C@@:2]1([C:9]#[C:10][C:11]2[CH:12]=[C:13]([C:17]3[N:26]=[C:25]([C:27]([NH2:34])=[O:29])[C:24]4[C:19](=[CH:20][C:21]([O:32][CH3:33])=[CH:22][CH:23]=4)[N:18]=3)[CH:14]=[CH:15][CH:16]=2)[CH2:6][CH2:5][N:4]([CH3:7])[C:3]1=[O:8]. The yield is 0.370. (10) The reactants are Br[C:2]1[CH:7]=[C:6]([Cl:8])[C:5]([OH:9])=[C:4]([Cl:10])[CH:3]=1.CC([O-])=O.[K+].[B:16]1([B:16]2[O:20][C:19]([CH3:22])([CH3:21])[C:18]([CH3:24])([CH3:23])[O:17]2)[O:20][C:19]([CH3:22])([CH3:21])[C:18]([CH3:24])([CH3:23])[O:17]1. The catalyst is C1C=CC(P(C2C=CC=CC=2)[C-]2C=CC=C2)=CC=1.C1C=CC(P(C2C=CC=CC=2)[C-]2C=CC=C2)=CC=1.Cl[Pd]Cl.[Fe+2].O1CCOCC1. The product is [Cl:8][C:6]1[CH:7]=[C:2]([B:16]2[O:20][C:19]([CH3:22])([CH3:21])[C:18]([CH3:24])([CH3:23])[O:17]2)[CH:3]=[C:4]([Cl:10])[C:5]=1[OH:9]. The yield is 0.440.